This data is from Reaction yield outcomes from USPTO patents with 853,638 reactions. The task is: Predict the reaction yield, written as a fraction of the theoretical maximum amount of product (1.0 means a 100% yield; for example, 0.34 means a 34% yield). (1) The catalyst is C1C=CC(P(C2C=CC=CC=2)[C-]2C=CC=C2)=CC=1.C1C=CC(P(C2C=CC=CC=2)[C-]2C=CC=C2)=CC=1.Cl[Pd]Cl.[Fe+2].C(O)C. The yield is 0.760. The reactants are [C:1]1(B(O)O)[CH:6]=[CH:5][CH:4]=[CH:3][CH:2]=1.I[C:11]1[CH:12]=[C:13]([C:29]([NH:31][CH2:32][C:33]2[CH:38]=[CH:37][C:36]([S:39]([CH3:42])(=[O:41])=[O:40])=[CH:35][CH:34]=2)=[O:30])[C:14](=[O:28])[N:15]([C:18]2[CH:23]=[CH:22][CH:21]=[C:20]([C:24]([F:27])([F:26])[F:25])[CH:19]=2)[C:16]=1[CH3:17].C1(C)C=CC=CC=1.C([O-])([O-])=O.[Na+].[Na+]. The product is [CH3:17][C:16]1[N:15]([C:18]2[CH:23]=[CH:22][CH:21]=[C:20]([C:24]([F:27])([F:25])[F:26])[CH:19]=2)[C:14](=[O:28])[C:13]([C:29]([NH:31][CH2:32][C:33]2[CH:34]=[CH:35][C:36]([S:39]([CH3:42])(=[O:41])=[O:40])=[CH:37][CH:38]=2)=[O:30])=[CH:12][C:11]=1[C:1]1[CH:6]=[CH:5][CH:4]=[CH:3][CH:2]=1. (2) The reactants are [O:1]=[C:2]1[C@@:10]2([CH2:12][C@H:11]2[C:13]2[CH:21]=[C:20]3[C:16]([C:17]([C:22]#N)=[N:18][NH:19]3)=[CH:15][CH:14]=2)[C:9]2[C:4](=[CH:5][CH:6]=[CH:7][CH:8]=2)[NH:3]1.[PH2]([O-])=[O:25].[Na+]. The catalyst is N1C=CC=CC=1.O.[Ni]. The product is [O:1]=[C:2]1[C@@:10]2([CH2:12][C@H:11]2[C:13]2[CH:21]=[C:20]3[C:16]([C:17]([CH:22]=[O:25])=[N:18][NH:19]3)=[CH:15][CH:14]=2)[C:9]2[C:4](=[CH:5][CH:6]=[CH:7][CH:8]=2)[NH:3]1. The yield is 0.300. (3) The reactants are [Br:1][C:2]1[CH:7]=[CH:6][C:5]([S:8](Cl)(=[O:10])=[O:9])=[CH:4][C:3]=1[F:12].[CH3:13][NH:14][CH3:15]. No catalyst specified. The product is [Br:1][C:2]1[CH:7]=[CH:6][C:5]([S:8]([N:14]([CH3:15])[CH3:13])(=[O:10])=[O:9])=[CH:4][C:3]=1[F:12]. The yield is 0.890. (4) The reactants are [NH:1]1[CH2:6][CH2:5][CH:4]([C:7]2[CH:12]=[CH:11][C:10]([NH:13][C:14]([C:16]3[N:17]=[C:18]([C:25]4[CH:30]=[CH:29][CH:28]=[CH:27][CH:26]=4)[O:19][C:20]=3[C:21]([F:24])([F:23])[F:22])=[O:15])=[CH:9][CH:8]=2)[CH2:3][CH2:2]1.[OH:31][C:32]1[CH:36]=[C:35]([CH2:37][CH2:38][C:39](O)=[O:40])[O:34][N:33]=1.C(N(CC)CC)C.F[P-](F)(F)(F)(F)F.N1(O[P+](N(C)C)(N(C)C)N(C)C)C2C=CC=CC=2N=N1. The catalyst is CN(C=O)C. The product is [OH:31][C:32]1[CH:36]=[C:35]([CH2:37][CH2:38][C:39]([N:1]2[CH2:6][CH2:5][CH:4]([C:7]3[CH:8]=[CH:9][C:10]([NH:13][C:14]([C:16]4[N:17]=[C:18]([C:25]5[CH:30]=[CH:29][CH:28]=[CH:27][CH:26]=5)[O:19][C:20]=4[C:21]([F:22])([F:23])[F:24])=[O:15])=[CH:11][CH:12]=3)[CH2:3][CH2:2]2)=[O:40])[O:34][N:33]=1. The yield is 0.250.